Predict the product of the given reaction. From a dataset of Forward reaction prediction with 1.9M reactions from USPTO patents (1976-2016). Given the reactants ClC1[N:7]=[C:6]([C:8]2[CH:13]=[CH:12]C=[CH:10][CH:9]=2)[CH:5]=[CH:4][N:3]=1.Cl[C:15]1[N:20]=[C:19]([C:21]2[CH:26]=[CH:25][C:24]([F:27])=[CH:23][CH:22]=2)[CH:18]=[CH:17][N:16]=1.[CH3:28][C@H:29]1[NH:34][CH2:33][CH2:32][N:31]([C:35]([O:37]C(C)(C)C)=O)[CH2:30]1.[CH3:42]C1NCCN(C(OC(C)(C)C)=O)C1, predict the reaction product. The product is: [F:27][C:24]1[CH:25]=[CH:26][C:21]([C:19]2[CH:18]=[CH:17][N:16]=[C:15]([N:34]3[CH2:33][CH2:32][N:31]([C:35]([NH:7][C:6]4([CH3:42])[CH:8]5[CH2:9][CH2:10][N:3]([CH2:12][CH2:13]5)[CH2:4][CH2:5]4)=[O:37])[CH2:30][CH:29]3[CH3:28])[N:20]=2)=[CH:22][CH:23]=1.